Dataset: Reaction yield outcomes from USPTO patents with 853,638 reactions. Task: Predict the reaction yield, written as a fraction of the theoretical maximum amount of product (1.0 means a 100% yield; for example, 0.34 means a 34% yield). (1) The reactants are C[O:2][C:3]([C:5]1[N:6]([CH2:31][CH:32]=O)[CH:7]=[C:8]([C:20](=[O:30])[NH:21][CH2:22][C:23]2[CH:28]=[CH:27][C:26]([F:29])=[CH:25][CH:24]=2)[C:9](=[O:19])[C:10]=1[O:11][CH2:12][C:13]1[CH:18]=[CH:17][CH:16]=[CH:15][CH:14]=1)=O.[NH2:34][C@@H:35]([CH2:43][CH2:44][CH2:45]C)[CH2:36][CH2:37][NH:38][CH2:39][CH:40]([CH3:42])[CH3:41].[C:47](O)(=O)C. The catalyst is ClCCl. The product is [F:29][C:26]1[CH:27]=[CH:28][C:23]([CH2:22][NH:21][C:20]([C:8]2[C:9](=[O:19])[C:10]([O:11][CH2:12][C:13]3[CH:14]=[CH:15][CH:16]=[CH:17][CH:18]=3)=[C:5]3[C:3](=[O:2])[N:34]4[C@@H:35]([CH2:43][CH:44]([CH3:45])[CH3:47])[CH2:36][CH2:37][N:38]([CH2:39][CH:40]([CH3:41])[CH3:42])[C@@H:32]4[CH2:31][N:6]3[CH:7]=2)=[O:30])=[CH:24][CH:25]=1. The yield is 0.250. (2) The reactants are [OH-].[K+].[Cl:3][C:4]1[CH:5]=[C:6]2[C:10](=[C:11]([CH3:13])[CH:12]=1)[NH:9][CH:8]=[CH:7]2.[CH3:14][O:15][CH2:16][CH2:17]Br. The catalyst is CS(C)=O. The product is [Cl:3][C:4]1[CH:5]=[C:6]2[C:10](=[C:11]([CH3:13])[CH:12]=1)[N:9]([CH2:17][CH2:16][O:15][CH3:14])[CH:8]=[CH:7]2. The yield is 0.960. (3) The catalyst is C1COCC1. The reactants are [NH2:1][C:2]1[CH:3]=[C:4]([CH:8]=[C:9]([N+:11]([O-:13])=[O:12])[CH:10]=1)[C:5](O)=[O:6]. The yield is 0.890. The product is [NH2:1][C:2]1[CH:3]=[C:4]([CH2:5][OH:6])[CH:8]=[C:9]([N+:11]([O-:13])=[O:12])[CH:10]=1. (4) The reactants are [CH2:1]([O:8][C:9]1[CH:14]=[CH:13][C:12](Cl)=[C:11]([N+:16]([O-:18])=[O:17])[CH:10]=1)[C:2]1[CH:7]=[CH:6][CH:5]=[CH:4][CH:3]=1.[C:19]([O-:22])([O-])=O.[Na+].[Na+].CCO[C:28]([CH3:30])=O. The catalyst is O1CCOCC1.C1C=CC([P]([Pd]([P](C2C=CC=CC=2)(C2C=CC=CC=2)C2C=CC=CC=2)([P](C2C=CC=CC=2)(C2C=CC=CC=2)C2C=CC=CC=2)[P](C2C=CC=CC=2)(C2C=CC=CC=2)C2C=CC=CC=2)(C2C=CC=CC=2)C2C=CC=CC=2)=CC=1. The product is [CH2:1]([O:8][C:9]1[CH:14]=[CH:13][C:12]([C:30]2[CH:28]=[CH:12][C:11]([NH:16][CH:19]=[O:22])=[CH:10][CH:9]=2)=[C:11]([N+:16]([O-:18])=[O:17])[CH:10]=1)[C:2]1[CH:7]=[CH:6][CH:5]=[CH:4][CH:3]=1. The yield is 0.750.